The task is: Predict which catalyst facilitates the given reaction.. This data is from Catalyst prediction with 721,799 reactions and 888 catalyst types from USPTO. (1) Reactant: C[Si]([N-][Si](C)(C)C)(C)C.[Na+].C1COCC1.[Cl:16][C:17]1[CH:18]=[N:19][CH:20]=[C:21]([Cl:24])[C:22]=1[CH3:23].Cl[CH2:26][C:27]1[C:28]2[N:29]([N:35]=[C:36]([CH:38]3[CH2:40][CH2:39]3)[CH:37]=2)[C:30]([O:33][CH3:34])=[CH:31][CH:32]=1.[Cl-].[NH4+]. Product: [CH:38]1([C:36]2[CH:37]=[C:28]3[C:27]([CH2:26][CH2:23][C:22]4[C:21]([Cl:24])=[CH:20][N:19]=[CH:18][C:17]=4[Cl:16])=[CH:32][CH:31]=[C:30]([O:33][CH3:34])[N:29]3[N:35]=2)[CH2:40][CH2:39]1. The catalyst class is: 1. (2) Reactant: C(OC([N:6]1[CH2:12][CH2:11][C:10]2[C:13]([CH3:20])=[C:14]([C:16]([CH3:19])([CH3:18])[CH3:17])[S:15][C:9]=2[CH2:8][CH2:7]1)=O)C.CCO.[OH-].[K+]. Product: [C:16]([C:14]1[S:15][C:9]2[CH2:8][CH2:7][NH:6][CH2:12][CH2:11][C:10]=2[C:13]=1[CH3:20])([CH3:19])([CH3:18])[CH3:17]. The catalyst class is: 6. (3) Reactant: OS(C(F)(F)F)(=O)=O.[NH2:9][CH2:10][CH2:11][CH:12]1[CH2:17][CH2:16][N:15]([C:18]2[C:19]3[S:26][C:25]([C:27]([NH2:29])=[O:28])=[C:24]([CH3:30])[C:20]=3[N:21]=[CH:22][N:23]=2)[CH2:14][CH2:13]1.C([O-])([O-])=O.[Na+].[Na+].[C:37](Cl)(=[O:42])[C:38]([CH3:41])([CH3:40])[CH3:39]. Product: [CH3:30][C:24]1[C:20]2[N:21]=[CH:22][N:23]=[C:18]([N:15]3[CH2:16][CH2:17][CH:12]([CH2:11][CH2:10][NH:9][C:37](=[O:42])[C:38]([CH3:41])([CH3:40])[CH3:39])[CH2:13][CH2:14]3)[C:19]=2[S:26][C:25]=1[C:27]([NH2:29])=[O:28]. The catalyst class is: 13.